From a dataset of Retrosynthesis with 50K atom-mapped reactions and 10 reaction types from USPTO. Predict the reactants needed to synthesize the given product. (1) Given the product CC(C)(C)OC(=O)N1CC=C(c2ccc3c(c2)OCCc2sc(N4C(=O)NC(=O)C4(C)C)nc2-3)CC1, predict the reactants needed to synthesize it. The reactants are: CC(C)(C)OC(=O)N1CC=C(B2OC(C)(C)C(C)(C)O2)CC1.CC1(C)C(=O)NC(=O)N1c1nc2c(s1)CCOc1cc(Br)ccc1-2. (2) Given the product COc1cc(Cl)c(Br)cc1Cl, predict the reactants needed to synthesize it. The reactants are: CI.Oc1cc(Cl)c(Br)cc1Cl. (3) Given the product CC(CNS(=O)(=O)C(C)C)c1ccc2cc(OCC#N)ccc2c1, predict the reactants needed to synthesize it. The reactants are: CC(CNS(=O)(=O)C(C)C)c1ccc2cc(O)ccc2c1.N#CCBr. (4) Given the product Cc1cccc2c1NC(=O)C(CCCN1CCN(c3ccccc3F)CC1)S2, predict the reactants needed to synthesize it. The reactants are: Cc1cccc2c1NC(=O)C(CCCBr)S2.Fc1ccccc1N1CCNCC1.